Dataset: Reaction yield outcomes from USPTO patents with 853,638 reactions. Task: Predict the reaction yield, written as a fraction of the theoretical maximum amount of product (1.0 means a 100% yield; for example, 0.34 means a 34% yield). (1) The reactants are [C:1]1([NH:11][C:12](=[S:15])[NH:13][NH2:14])[C:10]2[C:5](=[CH:6][CH:7]=[CH:8][CH:9]=2)[CH:4]=[CH:3][CH:2]=1.[C:16]([C:19]1[C:20](O)=[C:21]([CH:24]=[CH:25][CH:26]=1)C=O)([OH:18])=[O:17].S(NN)(C1C=CC(C)=CC=1)(=O)=O.CN(C)[CH:42]=[O:43]. No catalyst specified. The product is [C:16]([C:19]1[CH:26]=[CH:25][C:24]([CH:21]=[N:14][NH:13][C:12]([NH:11][C:1]2[C:10]3[C:5](=[CH:6][CH:7]=[CH:8][CH:9]=3)[CH:4]=[CH:3][CH:2]=2)=[S:15])=[C:42]([OH:43])[CH:20]=1)([OH:18])=[O:17]. The yield is 0.810. (2) The reactants are [F:1][C:2]1[CH:3]=[C:4]([CH:43]=[CH:44][CH:45]=1)[CH2:5][N:6]1[CH:10]=[C:9]([C:11]2[C:19]3[C:14](=[N:15][CH:16]=[C:17]([C:20]4[CH:21]=[CH:22][C:23]([O:31][CH3:32])=[C:24]([NH:26][S:27]([CH3:30])(=[O:29])=[O:28])[CH:25]=4)[CH:18]=3)[N:13](S(C3C=CC(C)=CC=3)(=O)=O)[CH:12]=2)[CH:8]=[N:7]1.[OH-].[Li+]. The catalyst is C1COCC1.CO.O. The product is [F:1][C:2]1[CH:3]=[C:4]([CH:43]=[CH:44][CH:45]=1)[CH2:5][N:6]1[CH:10]=[C:9]([C:11]2[C:19]3[C:14](=[N:15][CH:16]=[C:17]([C:20]4[CH:21]=[CH:22][C:23]([O:31][CH3:32])=[C:24]([NH:26][S:27]([CH3:30])(=[O:29])=[O:28])[CH:25]=4)[CH:18]=3)[NH:13][CH:12]=2)[CH:8]=[N:7]1. The yield is 0.150.